From a dataset of Full USPTO retrosynthesis dataset with 1.9M reactions from patents (1976-2016). Predict the reactants needed to synthesize the given product. (1) The reactants are: [Br:1][C:2]1[C:3]([F:9])=[N:4][C:5]([CH3:8])=[CH:6][CH:7]=1.[F:10][C:11]([F:15])([F:14])[CH2:12][OH:13]. Given the product [Br:1][C:2]1[C:3]([F:9])=[N:4][C:5]([CH2:8][O:13][CH2:12][C:11]([F:15])([F:14])[F:10])=[CH:6][CH:7]=1, predict the reactants needed to synthesize it. (2) Given the product [CH2:1]([O:8][C:9]1[C:10]([NH:42][C:41]2[CH:43]=[CH:44][C:38]([F:37])=[CH:39][CH:40]=2)=[CH:11][C:12]2[CH2:13][C@H:14]3[N:25]([C:26]([O:28][CH2:29][C:30]4[CH:35]=[CH:34][CH:33]=[CH:32][CH:31]=4)=[O:27])[CH2:24][CH2:23][C@@:20]4([C:21]=2[CH:22]=1)[C@H:15]3[CH2:16][CH2:17][CH2:18][CH2:19]4)[C:2]1[CH:7]=[CH:6][CH:5]=[CH:4][CH:3]=1, predict the reactants needed to synthesize it. The reactants are: [CH2:1]([O:8][C:9]1[C:10](I)=[CH:11][C:12]2[CH2:13][C@H:14]3[N:25]([C:26]([O:28][CH2:29][C:30]4[CH:35]=[CH:34][CH:33]=[CH:32][CH:31]=4)=[O:27])[CH2:24][CH2:23][C@@:20]4([C:21]=2[CH:22]=1)[C@H:15]3[CH2:16][CH2:17][CH2:18][CH2:19]4)[C:2]1[CH:7]=[CH:6][CH:5]=[CH:4][CH:3]=1.[F:37][C:38]1[CH:44]=[CH:43][C:41]([NH2:42])=[CH:40][CH:39]=1.C(Cl)Cl.O. (3) Given the product [CH2:13]([C:23](=[CH2:27])[C:24]([NH2:26])=[O:25])[CH2:14][CH2:15][CH2:16][CH2:17][CH2:18][CH2:19][CH2:20][CH2:21][CH3:22].[C:28]([NH2:32])(=[O:31])[CH:29]=[CH2:30], predict the reactants needed to synthesize it. The reactants are: [Cl-].C[N+](C)(C)CCOC(=O)C=C.[CH2:13]([C:23](=[CH2:27])[C:24]([NH2:26])=[O:25])[CH2:14][CH2:15][CH2:16][CH2:17][CH2:18][CH2:19][CH2:20][CH2:21][CH3:22].[C:28]([NH2:32])(=[O:31])[CH:29]=[CH2:30].